This data is from Forward reaction prediction with 1.9M reactions from USPTO patents (1976-2016). The task is: Predict the product of the given reaction. (1) Given the reactants [C:1]1([CH:7]2[N:12]3[CH:8]2[CH:9]([OH:10])[O:10][CH:9]3[CH:8]2[CH:7]([C:1]3[CH:6]=[CH:5][CH:4]=[CH:3][CH:2]=3)[NH:12]2)[CH:6]=[CH:5][CH:4]=[CH:3][CH:2]=1.[BH4-].[Na+].O.CCOCC, predict the reaction product. The product is: [C:1]1([C@@H:7]2[NH:12][C@H:8]2[CH2:9][OH:10])[CH:2]=[CH:3][CH:4]=[CH:5][CH:6]=1. (2) Given the reactants S(Cl)([Cl:3])=O.[NH2:5][C@@:6]1([C:26]([OH:28])=[O:27])[C@H:11]([O:12][CH2:13][C:14]2[CH:19]=[CH:18][C:17]([Cl:20])=[C:16]([Cl:21])[CH:15]=2)[CH2:10][C@@H:9]2[C@H:7]1[C@@:8]2([F:25])[C:22]([OH:24])=[O:23].[CH3:29]O, predict the reaction product. The product is: [ClH:3].[CH3:29][O:23][C:22]([C@:8]1([F:25])[C@@H:7]2[C@H:9]1[CH2:10][C@@H:11]([O:12][CH2:13][C:14]1[CH:19]=[CH:18][C:17]([Cl:20])=[C:16]([Cl:21])[CH:15]=1)[C@@:6]2([NH2:5])[C:26]([OH:28])=[O:27])=[O:24]. (3) Given the reactants Br[C:2]1[CH:3]=[CH:4][C:5]([Cl:9])=[C:6]([CH3:8])[CH:7]=1.C([Li])CCC.[O:15]1[CH2:18][C:17](=[O:19])[CH2:16]1.O, predict the reaction product. The product is: [Cl:9][C:5]1[CH:4]=[CH:3][C:2]([C:17]2([OH:19])[CH2:18][O:15][CH2:16]2)=[CH:7][C:6]=1[CH3:8]. (4) Given the reactants [S:1]([O-:5])([O-:4])(=[O:3])=[O:2].[Ni+2:6].[Ni], predict the reaction product. The product is: [S:1](=[O:3])(=[O:2])([OH:5])[OH:4].[S:1]([O-:5])([O-:4])(=[O:3])=[O:2].[Ni+2:6]. (5) Given the reactants [F:1][C:2]1[CH:7]=[CH:6][C:5]([C@:8]2([CH2:30][CH2:31][CH2:32][OH:33])[O:13][C:12](=[O:14])[N:11]([C@H:15]([C:17]3[CH:22]=[CH:21][C:20]([C:23]4[N:24]=[CH:25][NH:26][C:27](=[O:29])[CH:28]=4)=[CH:19][CH:18]=3)[CH3:16])[CH2:10][CH2:9]2)=[CH:4][CH:3]=1.[CH3:34]C([Si](Cl)(C)C)(C)C.[H-].[Na+].CI.[N+](CC)(CC)(CC)CC.[F-], predict the reaction product. The product is: [F:1][C:2]1[CH:3]=[CH:4][C:5]([C@:8]2([CH2:30][CH2:31][CH2:32][OH:33])[O:13][C:12](=[O:14])[N:11]([C@H:15]([C:17]3[CH:22]=[CH:21][C:20]([C:23]4[N:24]=[CH:25][N:26]([CH3:34])[C:27](=[O:29])[CH:28]=4)=[CH:19][CH:18]=3)[CH3:16])[CH2:10][CH2:9]2)=[CH:6][CH:7]=1. (6) Given the reactants [C:1]([C:4]1[CH:9]=[C:8]([O:10][C:11]2[CH:16]=[CH:15][C:14]([NH:17][C:18]3[C:23]([C:24]([NH:26][C:27]4[CH:32]=[CH:31][C:30]([F:33])=[CH:29][C:28]=4[F:34])=[O:25])=[CH:22][N:21]=[C:20](S(C)(=O)=O)[N:19]=3)=[CH:13][C:12]=2[F:39])[CH:7]=[CH:6][N:5]=1)(=[O:3])[NH2:2].[NH:40]1[CH2:45][CH2:44][O:43][CH2:42][CH2:41]1, predict the reaction product. The product is: [C:1]([C:4]1[CH:9]=[C:8]([O:10][C:11]2[CH:16]=[CH:15][C:14]([NH:17][C:18]3[C:23]([C:24]([NH:26][C:27]4[CH:32]=[CH:31][C:30]([F:33])=[CH:29][C:28]=4[F:34])=[O:25])=[CH:22][N:21]=[C:20]([N:40]4[CH2:45][CH2:44][O:43][CH2:42][CH2:41]4)[N:19]=3)=[CH:13][C:12]=2[F:39])[CH:7]=[CH:6][N:5]=1)(=[O:3])[NH2:2].